This data is from CYP2D6 inhibition data for predicting drug metabolism from PubChem BioAssay. The task is: Regression/Classification. Given a drug SMILES string, predict its absorption, distribution, metabolism, or excretion properties. Task type varies by dataset: regression for continuous measurements (e.g., permeability, clearance, half-life) or binary classification for categorical outcomes (e.g., BBB penetration, CYP inhibition). Dataset: cyp2d6_veith. The molecule is COc1ccc(OC)c(-n2c(-c3ccc(C)cc3)n[nH]c2=S)c1. The result is 0 (non-inhibitor).